Dataset: Full USPTO retrosynthesis dataset with 1.9M reactions from patents (1976-2016). Task: Predict the reactants needed to synthesize the given product. (1) The reactants are: Cl[C:2]1[CH:3]=[CH:4][C:5]2[C:14]3[C:9](=[C:10]([CH3:15])[N:11]=[CH:12][CH:13]=3)[C:8](=[O:16])[N:7]([CH3:17])[C:6]=2[CH:18]=1.[F:19][C:20]([F:34])([F:33])[CH2:21][CH:22]([NH:25][C:26](=[O:32])[O:27][C:28]([CH3:31])([CH3:30])[CH3:29])[CH2:23][OH:24]. Given the product [CH3:15][C:10]1[N:11]=[CH:12][CH:13]=[C:14]2[C:9]=1[C:8](=[O:16])[N:7]([CH3:17])[C:6]1[CH:18]=[C:2]([O:24][CH2:23][CH:22]([NH:25][C:26](=[O:32])[O:27][C:28]([CH3:30])([CH3:29])[CH3:31])[CH2:21][C:20]([F:34])([F:33])[F:19])[CH:3]=[CH:4][C:5]2=1, predict the reactants needed to synthesize it. (2) Given the product [F:12][C:13]([F:19])([F:18])[C:14]([O:16][S:8](=[O:10])(=[O:7])[NH2:9])([CH3:17])[CH3:15], predict the reactants needed to synthesize it. The reactants are: C1([O:7][S:8](=O)(=[O:10])[NH2:9])C=CC=CC=1.[F:12][C:13]([F:19])([F:18])[C:14]([CH3:17])([OH:16])[CH3:15]. (3) Given the product [C:21]1([CH:14]([C:15]2[CH:20]=[CH:19][N:18]=[CH:17][CH:16]=2)[CH2:13][NH:12][C:10]2[C:9]3[C:4](=[CH:5][CH:6]=[CH:7][CH:8]=3)[N:3]=[C:2]([C:35]3[CH:34]=[CH:33][C:32]([NH:31][S:28]([CH3:27])(=[O:29])=[O:30])=[CH:37][CH:36]=3)[N:11]=2)[CH:26]=[CH:25][CH:24]=[CH:23][CH:22]=1, predict the reactants needed to synthesize it. The reactants are: Cl[C:2]1[N:11]=[C:10]([NH:12][CH2:13][CH:14]([C:21]2[CH:26]=[CH:25][CH:24]=[CH:23][CH:22]=2)[C:15]2[CH:20]=[CH:19][N:18]=[CH:17][CH:16]=2)[C:9]2[C:4](=[CH:5][CH:6]=[CH:7][CH:8]=2)[N:3]=1.[CH3:27][S:28]([NH:31][C:32]1[CH:37]=[CH:36][C:35](B(O)O)=[CH:34][CH:33]=1)(=[O:30])=[O:29].C1(C(C2C=CC=CN=2)CNC2C3C(=CC=CC=3)N=C(C3C=CC(NS(C)(=O)=O)=CC=3)N=2)C=CC=CC=1.